From a dataset of Full USPTO retrosynthesis dataset with 1.9M reactions from patents (1976-2016). Predict the reactants needed to synthesize the given product. (1) Given the product [F:1][C:2]1[CH:7]=[CH:6][CH:5]=[CH:4][C:3]=1[C:8]1[C:9]2[CH:10]3[CH2:21][CH2:20][NH:19][CH2:18][CH2:17][CH:11]3[NH:12][C:13]=2[CH:14]=[CH:15][CH:16]=1, predict the reactants needed to synthesize it. The reactants are: [F:1][C:2]1[CH:7]=[CH:6][CH:5]=[CH:4][C:3]=1[C:8]1[C:9]2[C:10]3[CH2:21][CH2:20][NH:19][CH2:18][CH2:17][C:11]=3[NH:12][C:13]=2[CH:14]=[CH:15][CH:16]=1.CC(C)=O.C(Cl)(Cl)Cl.[NH4+].[OH-]. (2) The reactants are: [NH2:1][C:2]1[C:7]([CH2:8][OH:9])=[CH:6][N:5]=[C:4]([S:10][CH3:11])[N:3]=1.[C:12]1(C)C=CC=CC=1. Given the product [NH2:1][C:2]1[C:7]([C:8](=[O:9])[CH3:12])=[CH:6][N:5]=[C:4]([S:10][CH3:11])[N:3]=1, predict the reactants needed to synthesize it. (3) Given the product [NH2:1][C:2]1[CH:11]=[CH:10][C:5]([C:6]([OH:8])=[O:7])=[CH:4][C:3]=1[I:12], predict the reactants needed to synthesize it. The reactants are: [NH2:1][C:2]1[CH:11]=[CH:10][C:5]([C:6]([O:8]C)=[O:7])=[CH:4][C:3]=1[I:12].[OH-].[Li+]. (4) The reactants are: C[O:2][C:3]1[CH:8]=[CH:7][C:6]([C:9]2[CH:10]=[CH:11][CH:12]=[C:13]3[C:17]=2[N:16]([CH2:18][CH2:19][CH3:20])[N:15]=[C:14]3[C:21]2[CH:26]=[CH:25][C:24]([O:27]C)=[CH:23][CH:22]=2)=[CH:5][CH:4]=1.B(Br)(Br)Br.C1CCCCC=1. Given the product [OH:27][C:24]1[CH:23]=[CH:22][C:21]([C:14]2[C:13]3[C:17](=[C:9]([C:6]4[CH:7]=[CH:8][C:3]([OH:2])=[CH:4][CH:5]=4)[CH:10]=[CH:11][CH:12]=3)[N:16]([CH2:18][CH2:19][CH3:20])[N:15]=2)=[CH:26][CH:25]=1, predict the reactants needed to synthesize it. (5) Given the product [Cl:1][C:2]1[CH:7]=[CH:6][CH:5]=[CH:4][C:3]=1[C:8]([NH:10][C:11]([NH:32][C:31]1[CH:33]=[CH:34][C:28]([O:27][C:18]2[C:17]3[C:22](=[CH:23][C:24]([O:25][CH3:26])=[C:15]([O:14][CH3:13])[CH:16]=3)[N:21]=[CH:20][CH:19]=2)=[CH:29][C:30]=1[CH3:35])=[S:12])=[O:9], predict the reactants needed to synthesize it. The reactants are: [Cl:1][C:2]1[CH:7]=[CH:6][CH:5]=[CH:4][C:3]=1[C:8]([N:10]=[C:11]=[S:12])=[O:9].[CH3:13][O:14][C:15]1[CH:16]=[C:17]2[C:22](=[CH:23][C:24]=1[O:25][CH3:26])[N:21]=[CH:20][CH:19]=[C:18]2[O:27][C:28]1[CH:34]=[CH:33][C:31]([NH2:32])=[C:30]([CH3:35])[CH:29]=1.C1(C)C=CC=CC=1. (6) Given the product [Cl:20][C:15]1[C:16]([O:18][CH3:19])=[CH:17][C:12]2[O:11][CH:10]([C:21]([N:23]3[CH2:28][CH2:27][C:26]([CH:29]([C:31]4[CH:32]=[CH:33][C:34]([F:37])=[CH:35][CH:36]=4)[OH:30])([C:38]#[N:39])[CH2:25][CH2:24]3)=[O:22])[CH2:9][NH:8][C:13]=2[CH:14]=1, predict the reactants needed to synthesize it. The reactants are: C(OC([N:8]1[C:13]2[CH:14]=[C:15]([Cl:20])[C:16]([O:18][CH3:19])=[CH:17][C:12]=2[O:11][CH:10]([C:21]([N:23]2[CH2:28][CH2:27][C:26]([C:38]#[N:39])([CH:29]([C:31]3[CH:36]=[CH:35][C:34]([F:37])=[CH:33][CH:32]=3)[OH:30])[CH2:25][CH2:24]2)=[O:22])[CH2:9]1)=O)(C)(C)C.FC(F)(F)C(O)=O. (7) Given the product [OH:13][C:7]1[C:6]2[C:11](=[CH:12][C:3]([O:2][CH3:1])=[C:4]([O:14][C:16](=[O:17])[CH3:15])[CH:5]=2)[N:10]=[CH:9][N:8]=1, predict the reactants needed to synthesize it. The reactants are: [CH3:1][O:2][C:3]1[CH:12]=[C:11]2[C:6]([C:7]([OH:13])=[N:8][CH:9]=[N:10]2)=[CH:5][C:4]=1[OH:14].[CH3:15][C:16](OC(C)=O)=[O:17].